This data is from Forward reaction prediction with 1.9M reactions from USPTO patents (1976-2016). The task is: Predict the product of the given reaction. (1) Given the reactants [CH3:1][O:2][C:3]1[CH:8]=[CH:7][C:6]([C:9]([NH:24][C:25]2[O:26][C:27]([CH3:43])([CH3:42])[C:28]([F:41])([F:40])[C@:29]([C:32]3[CH:37]=[C:36](Br)[CH:35]=[CH:34][C:33]=3[F:39])([CH3:31])[N:30]=2)([C:16]2[CH:21]=[CH:20][C:19]([O:22][CH3:23])=[CH:18][CH:17]=2)[C:10]2[CH:15]=[CH:14][CH:13]=[CH:12][CH:11]=2)=[CH:5][CH:4]=1.[Cl:44][C:45]1[CH:51]=[CH:50][CH:49]=[CH:48][C:46]=1[NH2:47], predict the reaction product. The product is: [CH3:1][O:2][C:3]1[CH:8]=[CH:7][C:6]([C:9]([NH:24][C:25]2[O:26][C:27]([CH3:43])([CH3:42])[C:28]([F:41])([F:40])[C@:29]([C:32]3[CH:37]=[C:36]([NH:47][C:46]4[CH:48]=[CH:49][CH:50]=[CH:51][C:45]=4[Cl:44])[CH:35]=[CH:34][C:33]=3[F:39])([CH3:31])[N:30]=2)([C:16]2[CH:21]=[CH:20][C:19]([O:22][CH3:23])=[CH:18][CH:17]=2)[C:10]2[CH:15]=[CH:14][CH:13]=[CH:12][CH:11]=2)=[CH:5][CH:4]=1. (2) Given the reactants [NH2:1][CH2:2][CH2:3][C:4]1[C:5](=[O:11])[NH:6][C:7](=[O:10])[NH:8][CH:9]=1.C([O-])([O-])=O.[Na+].[Na+].C(OC(N1[C:27](=[O:28])[C:26]2=[CH:29][CH:30]=[CH:31][CH:32]=[C:25]2[C:24]1=[O:33])=O)C.Cl, predict the reaction product. The product is: [C:24]1(=[O:33])[N:1]([CH2:2][CH2:3][C:4]2[C:5](=[O:11])[NH:6][C:7](=[O:10])[NH:8][CH:9]=2)[C:27](=[O:28])[C:26]2=[CH:29][CH:30]=[CH:31][CH:32]=[C:25]12. (3) Given the reactants Br[C:2]1[CH:23]=[CH:22][C:21]([Cl:24])=[CH:20][C:3]=1[CH2:4][O:5][C:6]1[CH:11]=[CH:10][CH:9]=[CH:8][C:7]=1[CH2:12][C:13]([O:15][C:16]([CH3:19])([CH3:18])[CH3:17])=[O:14].[CH2:25]([Sn](CCCC)(CCCC)C=C)[CH2:26]CC, predict the reaction product. The product is: [Cl:24][C:21]1[CH:22]=[CH:23][C:2]([CH:25]=[CH2:26])=[C:3]([CH:20]=1)[CH2:4][O:5][C:6]1[CH:11]=[CH:10][CH:9]=[CH:8][C:7]=1[CH2:12][C:13]([O:15][C:16]([CH3:19])([CH3:18])[CH3:17])=[O:14].